Dataset: Reaction yield outcomes from USPTO patents with 853,638 reactions. Task: Predict the reaction yield, written as a fraction of the theoretical maximum amount of product (1.0 means a 100% yield; for example, 0.34 means a 34% yield). (1) The reactants are C(OC([N:8]1[CH2:12][CH2:11][CH2:10][CH:9]1[C:13]1[NH:14][C:15]([C:18]2[CH:31]=[CH:30][C:29]3[C:28]4[C:23](=[CH:24][C:25]([Br:32])=[CH:26][CH:27]=4)[CH2:22][CH2:21][C:20]=3[CH:19]=2)=[CH:16][N:17]=1)=O)(C)(C)C.Cl.[CH3:34][O:35][C:36]([NH:38][CH:39]([CH:43]([CH3:45])[CH3:44])[C:40](O)=[O:41])=[O:37].CN(C(ON1N=NC2C=CC=NC1=2)=[N+](C)C)C.F[P-](F)(F)(F)(F)F.C(N(CC)C(C)C)(C)C. The catalyst is CO.O1CCOCC1. The product is [CH3:34][O:35][C:36](=[O:37])[NH:38][CH:39]([C:40]([N:8]1[CH2:12][CH2:11][CH2:10][CH:9]1[C:13]1[NH:14][C:15]([C:18]2[CH:31]=[CH:30][C:29]3[C:28]4[C:23](=[CH:24][C:25]([Br:32])=[CH:26][CH:27]=4)[CH2:22][CH2:21][C:20]=3[CH:19]=2)=[CH:16][N:17]=1)=[O:41])[CH:43]([CH3:45])[CH3:44]. The yield is 0.950. (2) The yield is 0.930. The catalyst is CCO. The product is [CH2:1]([O:3][C:4]([C:6]1[CH:7]=[N:8][N:9]([C:11]2[NH:15][C:14]3[CH:22]=[CH:23][CH:24]=[C:25]([Cl:26])[C:13]=3[N:12]=2)[CH:10]=1)=[O:5])[CH3:2]. The reactants are [CH2:1]([O:3][C:4]([C:6]1[CH:7]=[N:8][N:9]([C:11]2[N:15](COCCOC)[C:14]3[CH:22]=[CH:23][CH:24]=[C:25]([Cl:26])[C:13]=3[N:12]=2)[CH:10]=1)=[O:5])[CH3:2].Cl.O1CCOCC1. (3) The reactants are [Br:1][C:2]1[CH:7]=[CH:6][C:5]([C:8](=[O:20])[CH2:9][C:10]([CH2:17][CH2:18][CH3:19])([C:14]([O-:16])=[O:15])C([O-])=O)=[CH:4][CH:3]=1.[CH3:21][C:22](C)=O.[OH-].[Na+]. The catalyst is C(O)C. The product is [Br:1][C:2]1[CH:3]=[CH:4][C:5]([C:8](=[O:20])[CH2:9][CH:10]([CH2:17][CH2:18][CH3:19])[C:14]([O:16][CH2:21][CH3:22])=[O:15])=[CH:6][CH:7]=1. The yield is 0.200. (4) The product is [F:1][C:2]1[CH:3]=[N:4][N:5]([C:14]2[CH:19]=[CH:18][C:17]([N+:20]([O-:22])=[O:21])=[CH:16][CH:15]=2)[CH:6]=1. The catalyst is C(#N)C. The yield is 0.670. The reactants are [F:1][C:2]1[CH:3]=[N:4][NH:5][CH:6]=1.C(=O)([O-])[O-].[K+].[K+].F[C:14]1[CH:19]=[CH:18][C:17]([N+:20]([O-:22])=[O:21])=[CH:16][CH:15]=1. (5) The reactants are [CH3:1][C:2]1[C:16](=[O:17])[N:15]=[C:14]2[N:4]([C@@H:5]3[O:9][C@H:8]([CH2:10][OH:11])[C@@H:7]([OH:12])[C@@H:6]3[O:13]2)[CH:3]=1.[CH3:18][O:19][CH2:20][CH2:21][O:22]B([O:22][CH2:21][CH2:20][O:19][CH3:18])[O:22][CH2:21][CH2:20][O:19][CH3:18]. The catalyst is COCCO. The product is [CH3:18][O:19][CH2:20][CH2:21][O:22][C@@H:6]1[C@H:7]([OH:12])[C@@H:8]([CH2:10][OH:11])[O:9][C@H:5]1[N:4]1[CH:3]=[C:2]([CH3:1])[C:16](=[O:17])[NH:15][C:14]1=[O:13]. The yield is 0.630. (6) The yield is 0.500. The reactants are Cl[C:2]1[N:7]=[C:6]([NH:8][C:9]2[N:10]=[C:11]3[CH:16]=[CH:15][C:14]([O:17][C:18]4[CH:19]=[C:20]([NH:24][C:25](=[O:36])[C:26]5[CH:31]=[CH:30][CH:29]=[C:28]([C:32]([F:35])([F:34])[F:33])[CH:27]=5)[CH:21]=[CH:22][CH:23]=4)=[N:13][N:12]3[CH:37]=2)[CH:5]=[CH:4][N:3]=1.[CH3:38][NH2:39].O1CCCC1.C(O)C. The product is [CH3:38][NH:39][C:2]1[N:7]=[C:6]([NH:8][C:9]2[N:10]=[C:11]3[CH:16]=[CH:15][C:14]([O:17][C:18]4[CH:19]=[C:20]([NH:24][C:25](=[O:36])[C:26]5[CH:31]=[CH:30][CH:29]=[C:28]([C:32]([F:34])([F:35])[F:33])[CH:27]=5)[CH:21]=[CH:22][CH:23]=4)=[N:13][N:12]3[CH:37]=2)[CH:5]=[CH:4][N:3]=1. The catalyst is C(OCC)(=O)C. (7) The reactants are [OH:1][C@H:2]([CH3:19])[C:3]([NH:5][CH:6]1[CH2:11][CH2:10][N:9]([C:12]([O:14][C:15]([CH3:18])([CH3:17])[CH3:16])=[O:13])[CH2:8][CH2:7]1)=[O:4].[C:20](N1C=CN=C1)(N1C=CN=C1)=[O:21]. The catalyst is CN(C=O)C. The product is [CH3:19][C@H:2]1[O:1][C:20](=[O:21])[N:5]([CH:6]2[CH2:11][CH2:10][N:9]([C:12]([O:14][C:15]([CH3:18])([CH3:17])[CH3:16])=[O:13])[CH2:8][CH2:7]2)[C:3]1=[O:4]. The yield is 0.469. (8) The yield is 0.0900. The reactants are [F:1][C:2]1[CH:7]=[C:6]([C:8]([F:11])([F:10])[F:9])[CH:5]=[CH:4][C:3]=1[C:12]1[C:13]2[CH2:20][CH2:19][CH:18]([CH2:21][C:22]([N:24]([CH3:26])[CH3:25])=[O:23])[C:14]=2[CH:15]=[N:16][CH:17]=1.N1CC[CH2:28]1. The product is [N:24]1([C:22](=[O:23])[CH2:21][CH:18]2[C:14]3[CH:15]=[N:16][CH:17]=[C:12]([C:3]4[CH:4]=[CH:5][C:6]([C:8]([F:11])([F:9])[F:10])=[CH:7][C:2]=4[F:1])[C:13]=3[CH2:20][CH2:19]2)[CH2:25][CH2:28][CH2:26]1. No catalyst specified. (9) The reactants are [CH2:1]([O:8][C:9]([NH:11][C:12]1[CH:17]=[CH:16][C:15]([N:18]([CH2:25][CH:26]=[C:27]([CH3:29])[CH3:28])[CH:19]2[CH2:24][CH2:23][NH:22][CH2:21][CH2:20]2)=[CH:14][CH:13]=1)=[O:10])[C:2]1[CH:7]=[CH:6][CH:5]=[CH:4][CH:3]=1.CCN(C(C)C)C(C)C.[N:39]1([C:46]([NH:48][C@@H:49]([CH2:53][CH:54]([CH3:56])[CH3:55])[C:50](O)=[O:51])=[O:47])[CH2:45][CH2:44][CH2:43][CH2:42][CH2:41][CH2:40]1.CN(C(ON1N=NC2C=CC=CC1=2)=[N+](C)C)C.F[P-](F)(F)(F)(F)F. The product is [CH2:1]([O:8][C:9](=[O:10])[NH:11][C:12]1[CH:17]=[CH:16][C:15]([N:18]([CH:19]2[CH2:24][CH2:23][N:22]([C:50](=[O:51])[C@@H:49]([NH:48][C:46]([N:39]3[CH2:45][CH2:44][CH2:43][CH2:42][CH2:41][CH2:40]3)=[O:47])[CH2:53][CH:54]([CH3:56])[CH3:55])[CH2:21][CH2:20]2)[CH2:25][CH:26]=[C:27]([CH3:29])[CH3:28])=[CH:14][CH:13]=1)[C:2]1[CH:3]=[CH:4][CH:5]=[CH:6][CH:7]=1. The yield is 0.930. The catalyst is CCOC(C)=O.CN(C=O)C. (10) The reactants are [NH:1]1[CH:5]=[CH:4][N:3]=[C:2]1[C:6]([NH:8][C@@H:9]([CH3:13])[C:10]([OH:12])=O)=[O:7].[C:14]([O:18][C:19](=[O:27])[CH2:20][CH:21]([NH2:26])[CH:22]([OH:25])[CH2:23][F:24])([CH3:17])([CH3:16])[CH3:15].C(N(C(C)C)CC)(C)C.C1C=CC2N(O)N=NC=2C=1.CCN=C=NCCCN(C)C.Cl. The catalyst is C1COCC1.CN(C1C=CN=CC=1)C. The product is [C:14]([O:18][C:19](=[O:27])[CH2:20][CH:21]([NH:26][C:10](=[O:12])[CH:9]([NH:8][C:6]([C:2]1[NH:1][CH:5]=[CH:4][N:3]=1)=[O:7])[CH3:13])[CH:22]([OH:25])[CH2:23][F:24])([CH3:17])([CH3:15])[CH3:16]. The yield is 0.970.